From a dataset of Reaction yield outcomes from USPTO patents with 853,638 reactions. Predict the reaction yield, written as a fraction of the theoretical maximum amount of product (1.0 means a 100% yield; for example, 0.34 means a 34% yield). (1) The reactants are F[C:2]1[CH:9]=[CH:8][C:5]([CH:6]=O)=[CH:4][CH:3]=1.Cl.[F:11][C:12]1([F:18])[CH2:17][CH2:16][NH:15][CH2:14][CH2:13]1.[NH2:19][C:20]1[C:25]([NH2:26])=[C:24]([C:27]2[C:32]3[CH2:33][O:34][C:35](=[O:37])[NH:36][C:31]=3[CH:30]=[CH:29][CH:28]=2)[CH:23]=[CH:22][N:21]=1.[C:38]([C:42]1[O:46][N:45]=[C:44](C([O-])=O)[N:43]=1)([CH3:41])([CH3:40])[CH3:39]. No catalyst specified. The product is [C:38]([C:42]1[O:46][N:45]=[C:44]([C:35]([NH:36][C:31]2[CH:30]=[CH:29][CH:28]=[C:27]([C:24]3[CH:23]=[CH:22][N:21]=[C:20]4[NH:19][C:6]([C:5]5[CH:8]=[CH:9][C:2]([N:15]6[CH2:16][CH2:17][C:12]([F:18])([F:11])[CH2:13][CH2:14]6)=[CH:3][CH:4]=5)=[N:26][C:25]=34)[C:32]=2[CH2:33][OH:34])=[O:37])[N:43]=1)([CH3:41])([CH3:40])[CH3:39]. The yield is 0.110. (2) The reactants are [CH2:1]([OH:6])[C:2]([F:5])([F:4])[F:3].[H-].[Na+].[NH2:9][C:10]1[N:15]=[C:14](Cl)[CH:13]=[C:12](Cl)[N:11]=1. The catalyst is C1COCC1.C(#N)C. The product is [NH2:9][C:10]1[N:15]=[C:14]([O:6][CH2:1][C:2]([F:5])([F:4])[F:3])[CH:13]=[C:12]([O:6][CH2:1][C:2]([F:5])([F:4])[F:3])[N:11]=1. The yield is 0.960. (3) The reactants are [CH3:1][C:2]1([C:12]([O-])=[O:13])[CH2:7][CH2:6][CH:5]([C:8]([F:11])([F:10])[F:9])[CH2:4][CH2:3]1.[BH4-].[Li+].CO. No catalyst specified. The product is [CH3:1][C:2]1([CH2:12][OH:13])[CH2:7][CH2:6][CH:5]([C:8]([F:9])([F:10])[F:11])[CH2:4][CH2:3]1. The yield is 0.720. (4) The reactants are Cl.[Sn](Cl)Cl.ClCCl.[N+:8]([C:11]1[CH:16]=[C:15]([C:17]([F:20])([F:19])[F:18])[CH:14]=[CH:13][C:12]=1[N:21]1[CH2:26][CH2:25][CH2:24][CH2:23][CH2:22]1)([O-])=O. The catalyst is O. The product is [N:21]1([C:12]2[CH:13]=[CH:14][C:15]([C:17]([F:18])([F:19])[F:20])=[CH:16][C:11]=2[NH2:8])[CH2:22][CH2:23][CH2:24][CH2:25][CH2:26]1. The yield is 0.830. (5) The reactants are Cl[C:2]1[C:7]([CH2:8][CH:9]=O)=[C:6]([Cl:11])[N:5]=[CH:4][N:3]=1.Cl.[CH3:13][O:14][C:15]([C:17]1([NH2:20])[CH2:19][CH2:18]1)=[O:16].C(N(CC)CC)C.C(O)(=O)C. The catalyst is C(O)C.C(Cl)Cl. The product is [CH3:13][O:14][C:15]([C:17]1([N:20]2[C:2]3[N:3]=[CH:4][N:5]=[C:6]([Cl:11])[C:7]=3[CH:8]=[CH:9]2)[CH2:19][CH2:18]1)=[O:16]. The yield is 0.350. (6) The reactants are [CH2:1]([O:3][C:4]([C:6]1([C:9]2[CH:14]=[CH:13][C:12]([C:15]3[CH:20]=[CH:19][C:18]([C:21]4[S:22][C:23]([Cl:29])=[CH:24][C:25]=4C(=O)N)=[CH:17][C:16]=3[N+:30]([O-:32])=[O:31])=[CH:11][CH:10]=2)[CH2:8][CH2:7]1)=[O:5])[CH3:2].[N:33]1[CH:38]=CC=CC=1.FC(F)(F)C(OI(C1C=CC=CC=1)OC(=O)C(F)(F)F)=[O:42].[F:60][C:61]1[CH:66]=[CH:65][C:64]([C@H:67]([OH:69])[CH3:68])=[CH:63][CH:62]=1. The catalyst is C1(C)C=CC=CC=1. The product is [CH2:1]([O:3][C:4]([C:6]1([C:9]2[CH:10]=[CH:11][C:12]([C:15]3[CH:20]=[CH:19][C:18]([C:21]4[S:22][C:23]([Cl:29])=[CH:24][C:25]=4[NH:33][C:38]([O:69][C@@H:67]([C:64]4[CH:65]=[CH:66][C:61]([F:60])=[CH:62][CH:63]=4)[CH3:68])=[O:42])=[CH:17][C:16]=3[N+:30]([O-:32])=[O:31])=[CH:13][CH:14]=2)[CH2:8][CH2:7]1)=[O:5])[CH3:2]. The yield is 0.300. (7) The reactants are [OH:1][CH2:2][C:3]1[O:7][N:6]=[C:5]([C:8]2[CH:13]=[CH:12][CH:11]=[CH:10][CH:9]=2)[C:4]=1[C:14]1[CH:19]=[CH:18][C:17]([S:20]([NH2:23])(=[O:22])=[O:21])=[CH:16][CH:15]=1.[C:24](O[C:24](=[O:27])[CH2:25][CH3:26])(=[O:27])[CH2:25][CH3:26].C(N(CC)CC)C.CN(C1C=[CH:47][CH:46]=[CH:45]N=1)C. The catalyst is C1COCC1.C(OCC)(=O)C. The product is [CH2:45]([O:1][CH2:2][C:3]1[O:7][N:6]=[C:5]([C:8]2[CH:9]=[CH:10][CH:11]=[CH:12][CH:13]=2)[C:4]=1[C:14]1[CH:19]=[CH:18][C:17]([S:20]([NH:23][C:24](=[O:27])[CH2:25][CH3:26])(=[O:22])=[O:21])=[CH:16][CH:15]=1)[CH2:46][CH3:47]. The yield is 0.790. (8) The reactants are C([O:3][C:4]([C:6]1[C:7]([C:12]2[CH:17]=[CH:16][C:15]([CH3:18])=[CH:14][C:13]=2[F:19])=[N:8][O:9][C:10]=1[CH3:11])=O)C.C(OC(C1C(C2C=CC=CC=2F)=NOC=1C)=O)C. No catalyst specified. The product is [F:19][C:13]1[CH:14]=[C:15]([CH3:18])[CH:16]=[CH:17][C:12]=1[C:7]1[C:6]([CH2:4][OH:3])=[C:10]([CH3:11])[O:9][N:8]=1. The yield is 1.00.